The task is: Predict which catalyst facilitates the given reaction.. This data is from Catalyst prediction with 721,799 reactions and 888 catalyst types from USPTO. (1) Product: [C:1]([C:3]1([C:6]2[CH:7]=[C:8]([CH:12]=[CH:13][CH:14]=2)[C:9]([NH:26][C:27]2[CH:28]=[C:29]([O:30][C:31]3[CH:45]=[CH:44][C:34]4[N:35]=[C:36]([NH:38][C:39]([CH:41]5[CH2:43][CH2:42]5)=[O:40])[S:37][C:33]=4[C:32]=3[C:46]#[N:47])[CH:48]=[CH:49][C:50]=2[F:51])=[O:11])[CH2:4][CH2:5]1)#[N:2]. The catalyst class is: 54. Reactant: [C:1]([C:3]1([C:6]2[CH:7]=[C:8]([CH:12]=[CH:13][CH:14]=2)[C:9]([OH:11])=O)[CH2:5][CH2:4]1)#[N:2].C(Cl)(=O)C(Cl)=O.CN(C)C=O.[NH2:26][C:27]1[CH:28]=[C:29]([CH:48]=[CH:49][C:50]=1[F:51])[O:30][C:31]1[CH:45]=[CH:44][C:34]2[N:35]=[C:36]([NH:38][C:39]([CH:41]3[CH2:43][CH2:42]3)=[O:40])[S:37][C:33]=2[C:32]=1[C:46]#[N:47]. (2) Reactant: [Br:1][CH2:2][CH2:3][CH2:4][NH2:5].[CH3:6][C:7]([O:10][C:11](O[C:11]([O:10][C:7]([CH3:9])([CH3:8])[CH3:6])=[O:12])=[O:12])([CH3:9])[CH3:8]. Product: [Br:1][CH2:2][CH2:3][CH2:4][NH:5][C:11](=[O:12])[O:10][C:7]([CH3:9])([CH3:8])[CH3:6]. The catalyst class is: 2.